Dataset: Reaction yield outcomes from USPTO patents with 853,638 reactions. Task: Predict the reaction yield, written as a fraction of the theoretical maximum amount of product (1.0 means a 100% yield; for example, 0.34 means a 34% yield). (1) The reactants are C(Cl)(=O)C(Cl)=O.CS(C)=O.[Si:11]([O:18][C@H:19]([C@H:21]([N:25]1[CH:29]=[C:28]([C:30]([O:32][CH2:33][CH3:34])=[O:31])[N:27]=[CH:26]1)[CH2:22][CH2:23][OH:24])[CH3:20])([C:14]([CH3:17])([CH3:16])[CH3:15])([CH3:13])[CH3:12].C(N(CC)CC)C. The catalyst is C(Cl)Cl.O. The product is [Si:11]([O:18][C@H:19]([C@H:21]([N:25]1[CH:29]=[C:28]([C:30]([O:32][CH2:33][CH3:34])=[O:31])[N:27]=[CH:26]1)[CH2:22][CH:23]=[O:24])[CH3:20])([C:14]([CH3:17])([CH3:15])[CH3:16])([CH3:13])[CH3:12]. The yield is 0.930. (2) The reactants are [Br:1][C:2]1[CH:3]=[C:4]([C:12]([O:14]C)=[O:13])[CH:5]=[C:6]([C:8]([O:10][CH3:11])=[O:9])[CH:7]=1.O[Li].O.O. The catalyst is C1COCC1. The product is [Br:1][C:2]1[CH:3]=[C:4]([CH:5]=[C:6]([C:8]([O:10][CH3:11])=[O:9])[CH:7]=1)[C:12]([OH:14])=[O:13]. The yield is 0.630. (3) The reactants are C[O-].[Na+].[Cl:4][C:5]1[CH:13]=[CH:12][C:8]([CH2:9][C:10]#[N:11])=[CH:7][CH:6]=1.[N:14]([C:17]1[CH:22]=[CH:21][C:20]([C:23]([F:26])([F:25])[F:24])=[CH:19][C:18]=1[F:27])=[N+:15]=[N-:16]. The catalyst is CO. The product is [Cl:4][C:5]1[CH:13]=[CH:12][C:8]([C:9]2[N:16]=[N:15][N:14]([C:17]3[CH:22]=[CH:21][C:20]([C:23]([F:25])([F:26])[F:24])=[CH:19][C:18]=3[F:27])[C:10]=2[NH2:11])=[CH:7][CH:6]=1. The yield is 0.260. (4) The reactants are [O:1]1[C:6]2[CH:7]=[CH:8][CH:9]=[CH:10][C:5]=2[NH:4][C:3](=[O:11])[CH2:2]1.Br[CH2:13][C@H:14]([CH3:24])[CH2:15][O:16][Si:17]([C:20]([CH3:23])([CH3:22])[CH3:21])([CH3:19])[CH3:18].C([O-])([O-])=O.[Cs+].[Cs+]. The catalyst is CN(C=O)C. The product is [Si:17]([O:16][CH2:15][C@@H:14]([CH3:24])[CH2:13][N:4]1[C:5]2[CH:10]=[CH:9][CH:8]=[CH:7][C:6]=2[O:1][CH2:2][C:3]1=[O:11])([C:20]([CH3:21])([CH3:22])[CH3:23])([CH3:18])[CH3:19]. The yield is 0.780.